From a dataset of Reaction yield outcomes from USPTO patents with 853,638 reactions. Predict the reaction yield, written as a fraction of the theoretical maximum amount of product (1.0 means a 100% yield; for example, 0.34 means a 34% yield). (1) The reactants are [CH2:1]([NH:4][C:5]1[N:6]=[C:7](Cl)[C:8]2[CH:13]=[CH:12][N:11]([CH3:14])[C:9]=2[N:10]=1)[CH2:2][CH3:3].C(=O)([O-])[O-].[K+].[K+].[CH3:22][CH:23]([NH2:25])[CH3:24].O. The catalyst is C(O)CCC. The product is [CH2:1]([NH:4][C:5]1[N:6]=[C:7]([NH:25][CH:23]([CH3:24])[CH3:22])[C:8]2[CH:13]=[CH:12][N:11]([CH3:14])[C:9]=2[N:10]=1)[CH2:2][CH3:3]. The yield is 0.750. (2) The reactants are [F:1][CH2:2][C:3]([C:7]1[O:11][N:10]=[C:9]([NH:12][C:13](=[O:21])OC2C=CC=CC=2)[CH:8]=1)([CH3:6])[CH2:4][F:5].[CH3:22][O:23][C:24]1[CH:25]=[C:26]2[C:31](=[CH:32][C:33]=1[O:34][CH2:35][CH2:36][O:37][CH3:38])[N:30]=[CH:29][N:28]=[C:27]2[S:39][C:40]1[CH:41]=[C:42]([CH:44]=[CH:45][CH:46]=1)[NH2:43]. The catalyst is CN(C)C1C=CN=CC=1.C1COCC1. The product is [F:5][CH2:4][C:3]([C:7]1[O:11][N:10]=[C:9]([NH:12][C:13]([NH:43][C:42]2[CH:44]=[CH:45][CH:46]=[C:40]([S:39][C:27]3[C:26]4[C:31](=[CH:32][C:33]([O:34][CH2:35][CH2:36][O:37][CH3:38])=[C:24]([O:23][CH3:22])[CH:25]=4)[N:30]=[CH:29][N:28]=3)[CH:41]=2)=[O:21])[CH:8]=1)([CH3:6])[CH2:2][F:1]. The yield is 0.230.